From a dataset of Full USPTO retrosynthesis dataset with 1.9M reactions from patents (1976-2016). Predict the reactants needed to synthesize the given product. (1) Given the product [Br:1][C:2]1[CH:3]=[CH:4][C:5]([Cl:9])=[C:6]([NH:8][S:16]([C:10]2[CH:15]=[CH:14][CH:13]=[CH:12][CH:11]=2)(=[O:18])=[O:17])[CH:7]=1, predict the reactants needed to synthesize it. The reactants are: [Br:1][C:2]1[CH:3]=[CH:4][C:5]([Cl:9])=[C:6]([NH2:8])[CH:7]=1.[C:10]1([S:16](Cl)(=[O:18])=[O:17])[CH:15]=[CH:14][CH:13]=[CH:12][CH:11]=1. (2) The reactants are: [Cl:1][C:2]([Cl:52])([Cl:51])[CH2:3][O:4][C:5]([C@@H:7]1[CH2:12][CH2:11][CH2:10][N:9]([C:13](=[O:50])[C@@H:14]([NH:35][C:36](=[O:49])[C@@H:37]([NH:41][C:42]([O:44]C(C)(C)C)=O)[CH:38]([CH3:40])[CH3:39])[C@H:15]([O:17][Si:18]([C:31]([CH3:34])([CH3:33])[CH3:32])([C:25]2[CH:30]=[CH:29][CH:28]=[CH:27][CH:26]=2)[C:19]2[CH:24]=[CH:23][CH:22]=[CH:21][CH:20]=2)[CH3:16])[NH:8]1)=[O:6].FC(F)(F)S(O[Si](C)(C)C)(=O)=O.C(N(CC)C(C)C)(C)C.[C:74]([O:77][C@@H:78]([C:80]1[CH:89]=[CH:88][C:87]2[C:82](=[CH:83][C:84](/[CH:90]=[CH:91]/[C:92](C)([CH3:96])[C:93](O)=O)=[CH:85][CH:86]=2)[N:81]=1)[CH3:79])(=[O:76])[CH3:75].C[NH3+].F[P-](F)(F)(F)(F)F.N1(OC(N(C)C)=[N+](C)C)C2N=CC=CC=2N=N1.F[P-](F)(F)(F)(F)F. Given the product [Cl:1][C:2]([Cl:51])([Cl:52])[CH2:3][O:4][C:5]([C@@H:7]1[CH2:12][CH2:11][CH2:10][N:9]([C:13](=[O:50])[C@@H:14]([NH:35][C:36](=[O:49])[C@@H:37]([NH:41][C:42](=[O:44])[C:92]([CH3:96])([CH3:93])/[CH:91]=[CH:90]/[C:84]2[CH:83]=[C:82]3[C:87]([CH:88]=[CH:89][C:80]([C@H:78]([O:77][C:74](=[O:76])[CH3:75])[CH3:79])=[N:81]3)=[CH:86][CH:85]=2)[CH:38]([CH3:40])[CH3:39])[C@H:15]([O:17][Si:18]([C:31]([CH3:34])([CH3:32])[CH3:33])([C:25]2[CH:30]=[CH:29][CH:28]=[CH:27][CH:26]=2)[C:19]2[CH:24]=[CH:23][CH:22]=[CH:21][CH:20]=2)[CH3:16])[NH:8]1)=[O:6], predict the reactants needed to synthesize it. (3) Given the product [Cl:17][C:18]1[CH:23]=[C:22]([NH:1][CH:2]2[CH2:11][C:10]3[CH:9]=[C:8]([C:12]([O:14][CH3:15])=[O:13])[CH:7]=[CH:6][C:5]=3[CH2:4][CH2:3]2)[CH:21]=[CH:20][N:19]=1, predict the reactants needed to synthesize it. The reactants are: [NH2:1][CH:2]1[CH2:11][C:10]2[CH:9]=[C:8]([C:12]([O:14][CH3:15])=[O:13])[CH:7]=[CH:6][C:5]=2[CH2:4][CH2:3]1.Cl.[Cl:17][C:18]1[CH:23]=[C:22]([N+]([O-])=O)[CH:21]=[CH:20][N:19]=1.C(N(CC)C(C)C)(C)C. (4) Given the product [NH2:5][C:6]1[N:7]=[C:8]([CH2:12][N:13]2[C:22]3[C:17](=[CH:18][CH:19]=[CH:20][CH:21]=3)[C:16](=[O:23])[C:15]([C:24](=[O:34])[C:25]3[CH:30]=[CH:29][C:28]([O:31][CH3:32])=[C:27]([CH3:33])[CH:26]=3)=[CH:14]2)[CH:9]=[CH:10][CH:11]=1, predict the reactants needed to synthesize it. The reactants are: FC(F)(F)C([NH:5][C:6]1[CH:11]=[CH:10][CH:9]=[C:8]([CH2:12][N:13]2[C:22]3[C:17](=[CH:18][CH:19]=[CH:20][CH:21]=3)[C:16](=[O:23])[C:15]([C:24](=[O:34])[C:25]3[CH:30]=[CH:29][C:28]([O:31][CH3:32])=[C:27]([CH3:33])[CH:26]=3)=[CH:14]2)[N:7]=1)=O.C(NCC)C.